From a dataset of Forward reaction prediction with 1.9M reactions from USPTO patents (1976-2016). Predict the product of the given reaction. Given the reactants Br[C:2]1[CH:7]=[CH:6][C:5]([C@@H:8]([N:10]2[CH2:15][CH2:14][C@@:13]([C:21]3[CH:26]=[CH:25][C:24]([F:27])=[CH:23][CH:22]=3)([CH2:16][C:17]([OH:20])([CH3:19])[CH3:18])[O:12][C:11]2=[O:28])[CH3:9])=[CH:4][CH:3]=1.Br[C:30]1[CH:35]=[CH:34][C:33]([C:36]#[N:37])=[CH:32][N:31]=1, predict the reaction product. The product is: [F:27][C:24]1[CH:25]=[CH:26][C:21]([C@:13]2([CH2:16][C:17]([OH:20])([CH3:19])[CH3:18])[O:12][C:11](=[O:28])[N:10]([C@H:8]([C:5]3[CH:6]=[CH:7][C:2]([C:30]4[CH:35]=[CH:34][C:33]([C:36]#[N:37])=[CH:32][N:31]=4)=[CH:3][CH:4]=3)[CH3:9])[CH2:15][CH2:14]2)=[CH:22][CH:23]=1.